This data is from Catalyst prediction with 721,799 reactions and 888 catalyst types from USPTO. The task is: Predict which catalyst facilitates the given reaction. (1) Reactant: [CH2:1]([O:3][C:4]([N:6]1[CH2:11][CH2:10][CH:9]([C:12]2[C:20]3[C:15](=[CH:16][CH:17]=[CH:18][CH:19]=3)[NH:14][CH:13]=2)[CH2:8][CH2:7]1)=[O:5])[CH3:2].Br[CH2:22][C:23]1[CH:27]=[CH:26][O:25][CH:24]=1. Product: [CH2:1]([O:3][C:4]([N:6]1[CH2:11][CH2:10][CH:9]([C:12]2[C:20]3[C:15](=[CH:16][CH:17]=[CH:18][CH:19]=3)[N:14]([CH2:22][C:23]3[CH:27]=[CH:26][O:25][CH:24]=3)[CH:13]=2)[CH2:8][CH2:7]1)=[O:5])[CH3:2]. The catalyst class is: 27. (2) Reactant: [CH3:1][N:2]([CH2:15][C:16]([F:19])([F:18])[F:17])[C:3]([C:5]1[CH:14]=[CH:13][C:8]([C:9]([O:11]C)=[O:10])=[CH:7][N:6]=1)=[O:4].O.[OH-].[Li+]. Product: [CH3:1][N:2]([CH2:15][C:16]([F:19])([F:17])[F:18])[C:3]([C:5]1[CH:14]=[CH:13][C:8]([C:9]([OH:11])=[O:10])=[CH:7][N:6]=1)=[O:4]. The catalyst class is: 30. (3) Reactant: [C:1]([C:5]1[CH:26]=[CH:25][C:8]([C:9]([NH:11][NH:12][C:13]([C:15]2[CH:24]=[CH:23][C:18]([C:19]([O:21][CH3:22])=[O:20])=[CH:17][CH:16]=2)=[O:14])=O)=[CH:7][CH:6]=1)([CH3:4])([CH3:3])[CH3:2]. Product: [C:1]([C:5]1[CH:6]=[CH:7][C:8]([C:9]2[O:14][C:13]([C:15]3[CH:24]=[CH:23][C:18]([C:19]([O:21][CH3:22])=[O:20])=[CH:17][CH:16]=3)=[N:12][N:11]=2)=[CH:25][CH:26]=1)([CH3:4])([CH3:3])[CH3:2]. The catalyst class is: 265. (4) Reactant: Cl.Cl[C:3]1[CH:8]=[CH:7][N:6]=[CH:5][CH:4]=1.C(N(CC)CC)C.[C:16]([O:24]CC)(=[O:23])[C:17]1[CH:22]=[CH:21][N:20]=[CH:19][CH:18]=1. Product: [N:6]1[CH:7]=[CH:8][C:3]([N:20]2[CH2:21][CH2:22][CH:17]([C:16]([OH:24])=[O:23])[CH2:18][CH2:19]2)=[CH:4][CH:5]=1. The catalyst class is: 40. (5) The catalyst class is: 5. Product: [F:35][C:32]1[CH:33]=[CH:34][C:29]([C:22]2[O:21][C:12]3=[N:13][C:14]([N:15]([CH3:16])[S:17]([CH3:20])(=[O:18])=[O:19])=[C:9]([CH2:8][CH2:7][CH2:6][CH2:5][C:4]([OH:36])=[O:3])[CH:10]=[C:11]3[C:23]=2[C:24](=[O:28])[NH:25][CH3:26])=[CH:30][CH:31]=1. Reactant: C([O:3][C:4](=[O:36])[CH2:5][CH2:6][CH2:7][CH2:8][C:9]1[CH:10]=[C:11]2[C:23]([C:24](=[O:28])[NH:25][CH2:26]C)=[C:22]([C:29]3[CH:34]=[CH:33][C:32]([F:35])=[CH:31][CH:30]=3)[O:21][C:12]2=[N:13][C:14]=1[N:15]([S:17]([CH3:20])(=[O:19])=[O:18])[CH3:16])C.[Li+].[OH-]. (6) Reactant: [Br:1][C:2]1[CH:3]=[C:4]([C:9]2[CH2:13][C:12]([C:18]3[CH:23]=[C:22]([Cl:24])[C:21]([Cl:25])=[C:20]([Cl:26])[CH:19]=3)([C:14]([F:17])([F:16])[F:15])[O:11][N:10]=2)[CH:5]=[CH:6][C:7]=1I.C([Mg]Cl)(C)C.[CH:32]([N:45]1[CH2:48][C:47](=[O:49])[CH2:46]1)([C:39]1[CH:44]=[CH:43][CH:42]=[CH:41][CH:40]=1)[C:33]1[CH:38]=[CH:37][CH:36]=[CH:35][CH:34]=1. Product: [CH:32]([N:45]1[CH2:48][C:47]([C:7]2[CH:6]=[CH:5][C:4]([C:9]3[CH2:13][C:12]([C:18]4[CH:23]=[C:22]([Cl:24])[C:21]([Cl:25])=[C:20]([Cl:26])[CH:19]=4)([C:14]([F:17])([F:16])[F:15])[O:11][N:10]=3)=[CH:3][C:2]=2[Br:1])([OH:49])[CH2:46]1)([C:39]1[CH:44]=[CH:43][CH:42]=[CH:41][CH:40]=1)[C:33]1[CH:34]=[CH:35][CH:36]=[CH:37][CH:38]=1. The catalyst class is: 1.